Dataset: Full USPTO retrosynthesis dataset with 1.9M reactions from patents (1976-2016). Task: Predict the reactants needed to synthesize the given product. (1) Given the product [Cl:1][C:2]1[CH:7]=[C:6]([C:32]2[CH:37]=[N:36][CH:35]=[C:34]([CH3:38])[N:33]=2)[CH:5]=[CH:4][C:3]=1[NH:17][C:18](=[O:24])[O:19][C:20]([CH3:21])([CH3:22])[CH3:23], predict the reactants needed to synthesize it. The reactants are: [Cl:1][C:2]1[CH:7]=[C:6](B2OC(C)(C)C(C)(C)O2)[CH:5]=[CH:4][C:3]=1[NH:17][C:18](=[O:24])[O:19][C:20]([CH3:23])([CH3:22])[CH3:21].C([O-])([O-])=O.[Na+].[Na+].Cl[C:32]1[CH:37]=[N:36][CH:35]=[C:34]([CH3:38])[N:33]=1. (2) Given the product [CH3:26][O:25][C:22]1[CH:21]=[CH:20][C:19]([CH2:18][N:11]([CH2:10][C:9]([OH:27])=[O:8])[C:12](=[O:17])[CH2:13][C:14](=[O:16])[CH3:15])=[CH:24][CH:23]=1, predict the reactants needed to synthesize it. The reactants are: C([O:8][C:9](=[O:27])[CH2:10][N:11]([CH2:18][C:19]1[CH:24]=[CH:23][C:22]([O:25][CH3:26])=[CH:21][CH:20]=1)[C:12](=[O:17])[CH2:13][C:14](=[O:16])[CH3:15])C1C=CC=CC=1. (3) Given the product [C:2]([N+:6]([O-:7])=[CH:24][C:23]1[CH:26]=[CH:27][CH:28]=[CH:29][C:22]=1[N:19]1[CH2:20][CH2:21][N:16]([C:13]2[CH:12]=[CH:11][C:10]([C:9]([F:31])([F:8])[F:30])=[CH:15][N:14]=2)[CH2:17][CH2:18]1)([CH3:5])([CH3:4])[CH3:3], predict the reactants needed to synthesize it. The reactants are: Cl.[C:2]([NH:6][OH:7])([CH3:5])([CH3:4])[CH3:3].[F:8][C:9]([F:31])([F:30])[C:10]1[CH:11]=[CH:12][C:13]([N:16]2[CH2:21][CH2:20][N:19]([C:22]3[CH:29]=[CH:28][CH:27]=[CH:26][C:23]=3[CH:24]=O)[CH2:18][CH2:17]2)=[N:14][CH:15]=1. (4) Given the product [Cl:13][C:11]1[CH:10]=[CH:9][C:8]([NH:14][CH2:15][C:16]([O:18][CH2:19][CH3:20])=[O:17])=[C:7]([O:6][C:5]2[CH:21]=[CH:22][C:2]([C:30]3[CH:31]=[N:26][CH:27]=[N:28][CH:29]=3)=[CH:3][C:4]=2[Cl:23])[CH:12]=1, predict the reactants needed to synthesize it. The reactants are: Br[C:2]1[CH:22]=[CH:21][C:5]([O:6][C:7]2[CH:12]=[C:11]([Cl:13])[CH:10]=[CH:9][C:8]=2[NH:14][CH2:15][C:16]([O:18][CH2:19][CH3:20])=[O:17])=[C:4]([Cl:23])[CH:3]=1.[F-].[Cs+].[N:26]1[CH:31]=[C:30](B(O)O)[CH:29]=[N:28][CH:27]=1.